Task: Predict the reaction yield, written as a fraction of the theoretical maximum amount of product (1.0 means a 100% yield; for example, 0.34 means a 34% yield).. Dataset: Reaction yield outcomes from USPTO patents with 853,638 reactions The reactants are [CH2:1]([O:3][CH:4]([O:14][CH2:15][CH3:16])[CH2:5][NH:6][CH2:7][C:8]1[CH:13]=[CH:12][CH:11]=[CH:10][N:9]=1)[CH3:2].[CH:17]1[C:29]2[CH:28]([CH2:30][O:31][C:32]([NH:34][C@@H:35]([CH2:39][C:40]3[CH:45]=[CH:44][C:43]([O:46][C:47]([CH3:50])([CH3:49])[CH3:48])=[CH:42][CH:41]=3)[C:36](O)=[O:37])=[O:33])[C:27]3[C:22](=[CH:23][CH:24]=[CH:25][CH:26]=3)[C:21]=2[CH:20]=[CH:19][CH:18]=1. No catalyst specified. The product is [C:47]([O:46][C:43]1[CH:42]=[CH:41][C:40]([CH2:39][C@H:35]([NH:34][C:32](=[O:33])[O:31][CH2:30][CH:28]2[C:29]3[CH:17]=[CH:18][CH:19]=[CH:20][C:21]=3[C:22]3[C:27]2=[CH:26][CH:25]=[CH:24][CH:23]=3)[C:36]([N:6]([CH2:5][CH:4]([O:3][CH2:1][CH3:2])[O:14][CH2:15][CH3:16])[CH2:7][C:8]2[CH:13]=[CH:12][CH:11]=[CH:10][N:9]=2)=[O:37])=[CH:45][CH:44]=1)([CH3:50])([CH3:48])[CH3:49]. The yield is 0.900.